This data is from NCI-60 drug combinations with 297,098 pairs across 59 cell lines. The task is: Regression. Given two drug SMILES strings and cell line genomic features, predict the synergy score measuring deviation from expected non-interaction effect. (1) Drug 1: C1CN1P(=S)(N2CC2)N3CC3. Drug 2: CC1C(C(CC(O1)OC2CC(CC3=C2C(=C4C(=C3O)C(=O)C5=CC=CC=C5C4=O)O)(C(=O)C)O)N)O. Cell line: NCIH23. Synergy scores: CSS=39.7, Synergy_ZIP=-3.02, Synergy_Bliss=0.291, Synergy_Loewe=-23.9, Synergy_HSA=1.52. (2) Cell line: UO-31. Drug 2: CCC1(CC2CC(C3=C(CCN(C2)C1)C4=CC=CC=C4N3)(C5=C(C=C6C(=C5)C78CCN9C7C(C=CC9)(C(C(C8N6C)(C(=O)OC)O)OC(=O)C)CC)OC)C(=O)OC)O.OS(=O)(=O)O. Synergy scores: CSS=-2.64, Synergy_ZIP=-0.776, Synergy_Bliss=-4.63, Synergy_Loewe=-22.0, Synergy_HSA=-6.20. Drug 1: CN(C)C1=NC(=NC(=N1)N(C)C)N(C)C. (3) Drug 1: CC1=C(C=C(C=C1)NC2=NC=CC(=N2)N(C)C3=CC4=NN(C(=C4C=C3)C)C)S(=O)(=O)N.Cl. Drug 2: C1=NC(=NC(=O)N1C2C(C(C(O2)CO)O)O)N. Cell line: DU-145. Synergy scores: CSS=7.76, Synergy_ZIP=-1.16, Synergy_Bliss=2.06, Synergy_Loewe=-6.97, Synergy_HSA=0.455. (4) Drug 1: COC1=C(C=C2C(=C1)N=CN=C2NC3=CC(=C(C=C3)F)Cl)OCCCN4CCOCC4. Drug 2: CC1=C(C=C(C=C1)NC(=O)C2=CC=C(C=C2)CN3CCN(CC3)C)NC4=NC=CC(=N4)C5=CN=CC=C5. Cell line: UACC62. Synergy scores: CSS=19.5, Synergy_ZIP=0.349, Synergy_Bliss=0.695, Synergy_Loewe=-3.38, Synergy_HSA=0.630. (5) Drug 1: C1=CC=C(C(=C1)C(C2=CC=C(C=C2)Cl)C(Cl)Cl)Cl. Drug 2: C1=CN(C=N1)CC(O)(P(=O)(O)O)P(=O)(O)O. Cell line: HL-60(TB). Synergy scores: CSS=4.13, Synergy_ZIP=-2.51, Synergy_Bliss=-5.69, Synergy_Loewe=-1.24, Synergy_HSA=-5.64. (6) Drug 1: C1=CC(=CC=C1CCCC(=O)O)N(CCCl)CCCl. Drug 2: CS(=O)(=O)CCNCC1=CC=C(O1)C2=CC3=C(C=C2)N=CN=C3NC4=CC(=C(C=C4)OCC5=CC(=CC=C5)F)Cl. Cell line: ACHN. Synergy scores: CSS=45.2, Synergy_ZIP=-4.21, Synergy_Bliss=-1.71, Synergy_Loewe=-2.03, Synergy_HSA=-0.297. (7) Drug 1: C#CCC(CC1=CN=C2C(=N1)C(=NC(=N2)N)N)C3=CC=C(C=C3)C(=O)NC(CCC(=O)O)C(=O)O. Drug 2: C(CCl)NC(=O)N(CCCl)N=O. Cell line: OVCAR3. Synergy scores: CSS=5.03, Synergy_ZIP=6.44, Synergy_Bliss=6.56, Synergy_Loewe=0.0778, Synergy_HSA=-2.31.